This data is from Forward reaction prediction with 1.9M reactions from USPTO patents (1976-2016). The task is: Predict the product of the given reaction. (1) Given the reactants C([O:9][C:10]([C:12]1[NH:13][C:14]2[CH:15]=[CH:16][CH:17]=[C:18]3[C:24](=[O:25])[NH:23][CH2:22][CH2:21][C:20]=1[C:19]=23)=[O:11])CCCCCCC.[OH-].[Li+].CO, predict the reaction product. The product is: [O:25]=[C:24]1[C:18]2[C:19]3[C:20](=[C:12]([C:10]([OH:11])=[O:9])[NH:13][C:14]=3[CH:15]=[CH:16][CH:17]=2)[CH2:21][CH2:22][NH:23]1. (2) The product is: [F:1][C:2]1[CH:3]=[C:4]([C:10]2[CH:11]=[C:12]([NH2:13])[NH:16][N:15]=2)[CH:5]=[CH:6][C:7]=1[O:8][CH3:9]. Given the reactants [F:1][C:2]1[CH:3]=[C:4]([C:10](=O)[CH2:11][C:12]#[N:13])[CH:5]=[CH:6][C:7]=1[O:8][CH3:9].[NH2:15][NH2:16], predict the reaction product. (3) Given the reactants [NH2:1][C:2]1[C:7]([O:8][CH3:9])=[CH:6][N:5]=[C:4]([O:10][CH3:11])[N:3]=1.C(OCC)(=O)C.C(OC([N:23]=[C:24]=S)=O)C.O.[NH2:27]O.S([O-])([O-])=O.[Na+].[Na+], predict the reaction product. The product is: [NH2:27][C:24]1[N:1]=[C:2]2[N:3]([C:4]([O:10][CH3:11])=[N:5][CH:6]=[C:7]2[O:8][CH3:9])[N:23]=1. (4) Given the reactants ClC1C=CC=CC=1C([O:17][C:18](=[O:25])[CH2:19][CH2:20][CH2:21][CH2:22][CH2:23]Br)(C1C=CC=CC=1)C1C=CC=CC=1.[SH:30][CH2:31][CH2:32][CH2:33][CH2:34][CH2:35][CH2:36][CH2:37][C:38]([NH:40][CH:41]([CH:49]([CH3:51])[CH3:50])[C:42]([O:44][C:45]([CH3:48])([CH3:47])[CH3:46])=[O:43])=[O:39].CCN(C(C)C)C(C)C, predict the reaction product. The product is: [C:45]([O:44][C:42](=[O:43])[CH:41]([NH:40][C:38](=[O:39])[CH2:37][CH2:36][CH2:35][CH2:34][CH2:33][CH2:32][CH2:31][S:30][CH2:23][CH2:22][CH2:21][CH2:20][CH2:19][C:18]([OH:25])=[O:17])[CH:49]([CH3:51])[CH3:50])([CH3:46])([CH3:48])[CH3:47]. (5) Given the reactants Br[C:2]1[CH:7]=[CH:6][N:5]2[C:8](=[O:15])[N:9]([CH2:11][CH:12]([CH3:14])[CH3:13])[N:10]=[C:4]2[C:3]=1[C:16]1[CH:21]=[CH:20][C:19]([Cl:22])=[CH:18][CH:17]=1.[CH3:23][O:24][C:25]1[CH:30]=[CH:29][C:28](B(O)O)=[CH:27][CH:26]=1.C([O-])([O-])=O.[K+].[K+], predict the reaction product. The product is: [Cl:22][C:19]1[CH:20]=[CH:21][C:16]([C:3]2[C:4]3[N:5]([C:8](=[O:15])[N:9]([CH2:11][CH:12]([CH3:14])[CH3:13])[N:10]=3)[CH:6]=[CH:7][C:2]=2[C:28]2[CH:29]=[CH:30][C:25]([O:24][CH3:23])=[CH:26][CH:27]=2)=[CH:17][CH:18]=1. (6) Given the reactants [H-].[Na+].[CH3:3][O:4][C:5](=[O:20])[CH:6]([N:11]=CC1C=CC([Cl:19])=CC=1)[CH2:7][CH2:8][S:9][CH3:10].Br[CH2:22][CH2:23][C:24]1[CH:29]=[CH:28][CH:27]=[CH:26][CH:25]=1.Cl, predict the reaction product. The product is: [ClH:19].[CH3:3][O:4][C:5](=[O:20])[C:6]([NH2:11])([CH2:22][CH2:23][C:24]1[CH:29]=[CH:28][CH:27]=[CH:26][CH:25]=1)[CH2:7][CH2:8][S:9][CH3:10]. (7) Given the reactants CC[CH2:3][CH2:4][CH2:5][CH2:6][CH2:7][CH2:8][CH2:9][CH3:10].[C:11]([OH:15])(C)(C)C.[Se](=O)=O.C1(C(C)=C)C=CC=CC=1, predict the reaction product. The product is: [OH:15][CH2:11][C:9]([C:8]1[CH:3]=[CH:4][CH:5]=[CH:6][CH:7]=1)=[CH2:10]. (8) Given the reactants [Cl:1][C:2]1[CH:3]=[C:4]([C:8]([CH3:13])([CH3:12])[C:9](O)=[O:10])[CH:5]=[CH:6][CH:7]=1.S(Cl)([Cl:16])=O, predict the reaction product. The product is: [Cl:1][C:2]1[CH:3]=[C:4]([C:8]([CH3:13])([CH3:12])[C:9]([Cl:16])=[O:10])[CH:5]=[CH:6][CH:7]=1. (9) Given the reactants [OH:1][C:2]1[CH:3]=[CH:4][C:5]2[S:10][C:9]([C:11]3[CH:16]=[CH:15][CH:14]=[CH:13][N:12]=3)=[N:8][C:7](=[O:17])[C:6]=2[CH:18]=1.[CH2:19](Br)[CH:20]([CH3:22])[CH3:21].C(=O)([O-])[O-].[K+].[K+].CN(C=O)C, predict the reaction product. The product is: [CH2:19]([O:1][C:2]1[CH:3]=[CH:4][C:5]2[S:10][C:9]([C:11]3[CH:16]=[CH:15][CH:14]=[CH:13][N:12]=3)=[N:8][C:7](=[O:17])[C:6]=2[CH:18]=1)[CH:20]([CH3:22])[CH3:21].